From a dataset of Reaction yield outcomes from USPTO patents with 853,638 reactions. Predict the reaction yield, written as a fraction of the theoretical maximum amount of product (1.0 means a 100% yield; for example, 0.34 means a 34% yield). The reactants are Cl[C:2]1[CH:7]=[CH:6][C:5]([N+:8]([O-:10])=[O:9])=[CH:4][C:3]=1[S:11]([NH2:14])(=[O:13])=[O:12].C(=O)([O-])[O-].[NH4+:19].[NH4+].[OH-].[NH4+]. The catalyst is S([O-])([O-])(=O)=O.[Cu+2]. The product is [NH2:19][C:2]1[CH:7]=[CH:6][C:5]([N+:8]([O-:10])=[O:9])=[CH:4][C:3]=1[S:11]([NH2:14])(=[O:13])=[O:12]. The yield is 0.610.